From a dataset of Catalyst prediction with 721,799 reactions and 888 catalyst types from USPTO. Predict which catalyst facilitates the given reaction. Reactant: [CH:1]([C:3]1[N:12]=[CH:11][CH:10]=[C:9]2[C:4]=1[CH:5]=[C:6]([C:28]1[CH:33]=[CH:32][CH:31]=[CH:30][CH:29]=1)[C:7]([C:13]1[CH:27]=[CH:26][C:16]([CH2:17][NH:18][C:19](=[O:25])[O:20][C:21]([CH3:24])([CH3:23])[CH3:22])=[CH:15][CH:14]=1)=[N:8]2)=[O:2].[BH4-].[Na+]. Product: [OH:2][CH2:1][C:3]1[N:12]=[CH:11][CH:10]=[C:9]2[C:4]=1[CH:5]=[C:6]([C:28]1[CH:29]=[CH:30][CH:31]=[CH:32][CH:33]=1)[C:7]([C:13]1[CH:14]=[CH:15][C:16]([CH2:17][NH:18][C:19](=[O:25])[O:20][C:21]([CH3:24])([CH3:23])[CH3:22])=[CH:26][CH:27]=1)=[N:8]2. The catalyst class is: 5.